From a dataset of Experimentally validated miRNA-target interactions with 360,000+ pairs, plus equal number of negative samples. Binary Classification. Given a miRNA mature sequence and a target amino acid sequence, predict their likelihood of interaction. (1) The miRNA is mmu-miR-3110-5p with sequence UUCUGCCUCCCCUGAAGGCUC. The protein sequence of the target gene is MKKSYSGVTRTSSGRLRRLADPTGPALKRSFEVEEIEPPNSTPPRRVQTPLLRATVASSSQKFQDLGVKNSEPAARLVDSLSQRSPKPSLRRVELAGAKAPEPMSRRTEISIDISSKQVESTASAAGPSRFGLKRAEVLGHKTPEPVPRRTEITIVKPQESVLRRVETPASKIPEGSAVPATDAAPKRVEIQVPKPAEAPNCPLPSQTLENSEAPMSQLQSRLEPRPSVAEVPYRNQEDSEVTPSCVGDMADNPRDAMLKQAPASRNEKAPMEFGYVGIDSILEQMRRKAMKQGFEFNIM.... Result: 1 (interaction). (2) The miRNA is hsa-miR-4639-3p with sequence UCACUCUCACCUUGCUUUGC. The protein sequence of the target gene is MPQAFLLGSIHEPAGALMEPQPCPGSLAESFLEEELRLNAELSQLQFSEPVGIIYNPVEYAWEPHRNYVTRYCQGPKEVLFLGMNPGPFGMAQTGVPFGEVSMVRDWLGIVGPVLTPPQEHPKRPVLGLECPQSEVSGARFWGFFRNLCGQPEVFFHHCFVHNLCPLLFLAPSGRNLTPAELPAKQREQLLGICDAALCRQVQLLGVRLVVGVGRLAEQRARRALAGLMPEVQVEGLLHPSPRNPQANKGWEAVAKERLNELGLLPLLLK. Result: 1 (interaction). (3) The miRNA is hsa-miR-4638-5p with sequence ACUCGGCUGCGGUGGACAAGU. The protein sequence of the target gene is MDCSLVRTLVHRYCAGEENWVDSRTIYVGHREPPPGAEAYIPQRYPDNRIVSSKYTFWNFIPKNLFEQFRRVANFYFLIIFLVQLIIDTPTSPVTSGLPLFFVITVTAIKQGYEDWLRHKADNAMNQCPVHFIQHGKLVRKQSRKLRVGDIVMVKEDETFPCDLIFLSSNRGDGTCHVTTASLDGESSHKTHYAVQDTKGFHTEEDIGGLHATIECEQPQPDLYKFVGRINVYSDLNDPVVRPLGSENLLLRGATLKNTEKIFGVAIYTGMETKMALNYQSKSQKRSAVEKSMNAFLIVY.... Result: 0 (no interaction). (4) The miRNA is hsa-miR-449b-5p with sequence AGGCAGUGUAUUGUUAGCUGGC. The protein sequence of the target gene is MVAALLGGGGEARGGTVPGAWLCLMALLQLLGSAPRGSGLAHGRRLICWQALLQCQGEPECSYAYNQYAEACAPVLAQHGGGDAPGAAAAAFPASAASFSSRWRCPSHCISALIQLNHTRRGPALEDCDCAQDENCKSTKRAIEPCLPRTSGGGAGGPGAGGVMGCTEARRRCDRDSRCNLALSRYLTYCGKVFNGLRCTDECRTVIEDMLAMPKAALLNDCVCDGLERPICESVKENMARLCFGAELGNGPGSSGSDGGLDDYYDEDYDDEQRTGGAGGEQPLDDDDGVPHPPRPGSGA.... Result: 1 (interaction).